Dataset: Catalyst prediction with 721,799 reactions and 888 catalyst types from USPTO. Task: Predict which catalyst facilitates the given reaction. (1) Reactant: [O:1]=[C:2]([C@H:4]([CH2:6][C:7]1[CH:14]=[C:12]([OH:13])[C:10]([OH:11])=[CH:9][CH:8]=1)[NH2:5])[OH:3].CO.CO.[OH-].[CH2:20]([N+:24]([CH2:33][CH2:34][CH2:35][CH3:36])([CH2:29][CH2:30][CH2:31][CH3:32])[CH2:25][CH2:26][CH2:27][CH3:28])[CH2:21][CH2:22][CH3:23].[CH3:37][C:38]([O:41][C:42](O[C:42]([O:41][C:38]([CH3:40])([CH3:39])[CH3:37])=[O:43])=[O:43])([CH3:40])[CH3:39]. Product: [CH2:33]([N+:24]([CH2:20][CH2:21][CH2:22][CH3:23])([CH2:25][CH2:26][CH2:27][CH3:28])[CH2:29][CH2:30][CH2:31][CH3:32])[CH2:34][CH2:35][CH3:36].[C:42]([NH:5][C@@H:4]([CH2:6][C:7]1[CH:14]=[C:12]([OH:13])[C:10]([OH:11])=[CH:9][CH:8]=1)[C:2]([OH:3])=[O:1])([O:41][C:38]([CH3:40])([CH3:39])[CH3:37])=[O:43]. The catalyst class is: 6. (2) Reactant: [CH3:1][C:2]1([CH3:17])[C:11]2[C:6](=[CH:7][C:8]([NH:12]C(=O)C)=[CH:9][CH:10]=2)[NH:5][C:4](=[O:16])[CH2:3]1. Product: [NH2:12][C:8]1[CH:7]=[C:6]2[C:11]([C:2]([CH3:17])([CH3:1])[CH2:3][C:4](=[O:16])[NH:5]2)=[CH:10][CH:9]=1. The catalyst class is: 422. (3) Reactant: [Na].[CH:2]([CH:4]([CH2:7][C:8]#[N:9])[C:5]#[N:6])=O.[C:10]([NH2:14])([CH3:13])([CH3:12])[CH3:11].[OH-].[K+]. Product: [NH2:9][C:8]1[N:14]([C:10]([CH3:13])([CH3:12])[CH3:11])[CH:2]=[C:4]([C:5]#[N:6])[CH:7]=1. The catalyst class is: 212. (4) Reactant: [Cl:1][CH2:2][CH2:3][CH2:4][O:5][C:6]1[CH:15]=[CH:14][C:9]([C:10]([O:12][CH3:13])=[O:11])=[CH:8][C:7]=1[O:16][CH3:17].[N:18]([O-:20])=[O:19].[Na+].C(O)(=O)C.[N+]([O-])(O)=O. Product: [CH3:17][O:16][C:7]1[C:6]([O:5][CH2:4][CH2:3][CH2:2][Cl:1])=[CH:15][C:14]([N+:18]([O-:20])=[O:19])=[C:9]([CH:8]=1)[C:10]([O:12][CH3:13])=[O:11]. The catalyst class is: 6. (5) Reactant: [NH:1]=[C:2]([NH:5][C:6](=O)[C@@H:7]([NH:11][C:12](=[O:18])[O:13][C:14]([CH3:17])([CH3:16])[CH3:15])[CH2:8][C:9]#[CH:10])SC.O.[NH2:21][NH2:22]. Product: [NH2:1][C:2]1[N:5]=[C:6]([C@@H:7]([NH:11][C:12](=[O:18])[O:13][C:14]([CH3:17])([CH3:16])[CH3:15])[CH2:8][C:9]#[CH:10])[NH:22][N:21]=1. The catalyst class is: 8. (6) Reactant: C(O[C:6](=O)[NH:7][CH2:8][C:9]([N:11]1[CH2:15][CH2:14][CH2:13][CH:12]1[C:16]#[N:17])=[O:10])(C)(C)C.FC(F)(F)C(O)=O.C(N(CC)CC)C.[CH:33]([NH:36][C:37](=[O:48])[O:38][CH:39]1[CH2:46][CH:45]2[CH:41]([CH2:42]C(=O)[CH2:44]2)[CH2:40]1)([CH3:35])[CH3:34].C(O[BH-](OC(=O)C)OC(=O)C)(=O)C.[Na+]. Product: [CH:33]([NH:36][C:37](=[O:48])[O:38][CH:39]1[CH2:40][CH:41]2[CH:45]([CH2:44][CH:6]([NH:7][CH2:8][C:9]([N:11]3[CH2:15][CH2:14][CH2:13][CH:12]3[C:16]#[N:17])=[O:10])[CH2:42]2)[CH2:46]1)([CH3:34])[CH3:35]. The catalyst class is: 4. (7) Reactant: [C:1]([O:5][C:6]([NH:8][C@H:9]1[CH2:13][C@@:12]([CH2:17][CH3:18])([C:14]([OH:16])=[O:15])[CH:11]=[CH:10]1)=[O:7])([CH3:4])([CH3:3])[CH3:2].[CH2:19](O)C. The catalyst class is: 45. Product: [C:1]([O:5][C:6]([NH:8][C@H:9]1[CH2:13][C@@:12]([CH2:17][CH3:18])([C:14]([O:16][CH3:19])=[O:15])[CH:11]=[CH:10]1)=[O:7])([CH3:4])([CH3:3])[CH3:2].